This data is from Peptide-MHC class II binding affinity with 134,281 pairs from IEDB. The task is: Regression. Given a peptide amino acid sequence and an MHC pseudo amino acid sequence, predict their binding affinity value. This is MHC class II binding data. (1) The peptide sequence is GRLEYCLKDRMNFDI. The MHC is DRB1_0802 with pseudo-sequence DRB1_0802. The binding affinity (normalized) is 0.336. (2) The peptide sequence is IGTGDDCISIGPGST. The MHC is DRB1_0101 with pseudo-sequence DRB1_0101. The binding affinity (normalized) is 0.238. (3) The peptide sequence is MENRWQVMIVWQVDR. The MHC is HLA-DPA10103-DPB10402 with pseudo-sequence YAFFMFSGGAILNTLFGQFEYFDIEKVRMHLGMT. The binding affinity (normalized) is 0. (4) The peptide sequence is AQGPKATFEAMYLGT. The MHC is HLA-DPA10103-DPB10201 with pseudo-sequence HLA-DPA10103-DPB10201. The binding affinity (normalized) is 0.454. (5) The peptide sequence is REVLNKQRVCPCEIC. The MHC is DRB1_0101 with pseudo-sequence DRB1_0101. The binding affinity (normalized) is 0.422.